Dataset: Full USPTO retrosynthesis dataset with 1.9M reactions from patents (1976-2016). Task: Predict the reactants needed to synthesize the given product. Given the product [F:29][C:30]1[CH:37]=[CH:36][C:33]([CH2:34][NH:35][C:2]2[N:28]=[CH:27][CH:26]=[CH:25][C:3]=2[C:4]([NH:6][C:7]2[CH:12]=[C:11]([C:13]([F:15])([F:14])[F:16])[CH:10]=[C:9]([O:17][CH2:18][C@@H:19]3[CH2:23][CH2:22][CH2:21][N:20]3[CH3:24])[CH:8]=2)=[O:5])=[CH:32][CH:31]=1, predict the reactants needed to synthesize it. The reactants are: F[C:2]1[N:28]=[CH:27][CH:26]=[CH:25][C:3]=1[C:4]([NH:6][C:7]1[CH:12]=[C:11]([C:13]([F:16])([F:15])[F:14])[CH:10]=[C:9]([O:17][CH2:18][CH:19]2[CH2:23][CH2:22][CH2:21][N:20]2[CH3:24])[CH:8]=1)=[O:5].[F:29][C:30]1[CH:37]=[CH:36][C:33]([CH2:34][NH2:35])=[CH:32][CH:31]=1.